From a dataset of Peptide-MHC class II binding affinity with 134,281 pairs from IEDB. Regression. Given a peptide amino acid sequence and an MHC pseudo amino acid sequence, predict their binding affinity value. This is MHC class II binding data. The peptide sequence is LQGPFNFRFLTEKGMKNVFDDVVPEKYTIG. The MHC is DRB1_1302 with pseudo-sequence DRB1_1302. The binding affinity (normalized) is 0.446.